Dataset: Catalyst prediction with 721,799 reactions and 888 catalyst types from USPTO. Task: Predict which catalyst facilitates the given reaction. (1) Reactant: Cl.Cl.[Cl:3][CH2:4][CH2:5][CH2:6][N:7]1[CH2:12][CH2:11][NH:10][CH2:9][CH2:8]1.C(N(CC)CC)C.[C:20](Cl)(=[O:22])[CH3:21]. Product: [C:20]([N:10]1[CH2:11][CH2:12][N:7]([CH2:6][CH2:5][CH2:4][Cl:3])[CH2:8][CH2:9]1)(=[O:22])[CH3:21]. The catalyst class is: 2. (2) Product: [ClH:34].[F:1][C:2]1[CH:7]=[CH:6][CH:5]=[C:4]([OH:8])[C:3]=1[C:9]1[N:18]=[C:17]([N:19]2[CH2:23][CH2:22][C@@H:21]([NH:24][C:25](=[O:32])[O:26][CH2:27][C:28]([CH3:29])([CH3:30])[CH3:31])[CH2:20]2)[C:16]2[C:11](=[CH:12][C:13]([CH3:33])=[CH:14][CH:15]=2)[N:10]=1. The catalyst class is: 2. Reactant: [F:1][C:2]1[CH:7]=[CH:6][CH:5]=[C:4]([OH:8])[C:3]=1[C:9]1[N:18]=[C:17]([N:19]2[CH2:23][CH2:22][C@@H:21]([NH:24][C:25](=[O:32])[O:26][CH2:27][C:28]([CH3:31])([CH3:30])[CH3:29])[CH2:20]2)[C:16]2[C:11](=[CH:12][C:13]([CH3:33])=[CH:14][CH:15]=2)[N:10]=1.[ClH:34].CCOCC. (3) Reactant: [C:1](OC(=O)C)(=[O:3])C.C(O)=O.[NH2:11][C:12]1[CH:13]=[C:14]([F:22])[CH:15]=[C:16]2[C:20]=1[NH:19][C:18](=[O:21])[CH2:17]2.N1CCCCC1. Product: [F:22][C:14]1[CH:13]=[C:12]([NH:11][CH:1]=[O:3])[C:20]2[C:16](=[CH:17][C:18](=[O:21])[N:19]=2)[CH:15]=1. The catalyst class is: 7. (4) Reactant: Cl[C:2]1[C:11]2[C:6](=[CH:7][C:8]([O:17][CH2:18][CH2:19][O:20][CH3:21])=[C:9]([O:12][CH2:13][CH2:14][O:15][CH3:16])[CH:10]=2)[N:5]=[CH:4][N:3]=1.[C:22]([C:24]1[CH:25]=[CH:26][C:27]([F:31])=[C:28]([CH:30]=1)[NH2:29])#[CH:23]. Product: [C:22]([C:24]1[CH:25]=[CH:26][C:27]([F:31])=[C:28]([NH:29][C:2]2[C:11]3[C:6](=[CH:7][C:8]([O:17][CH2:18][CH2:19][O:20][CH3:21])=[C:9]([O:12][CH2:13][CH2:14][O:15][CH3:16])[CH:10]=3)[N:5]=[CH:4][N:3]=2)[CH:30]=1)#[CH:23]. The catalyst class is: 32. (5) Reactant: [F:1][C:2]([F:43])([F:42])[C:3]1[CH:4]=[C:5]([C@H:13]2[O:17][C:16](=[O:18])[N:15]([CH2:19][C:20]3[C:25]([C:26]4[C:27]([O:35][CH3:36])=[N:28][CH:29]=[C:30]([CH:32]([CH3:34])[CH3:33])[CH:31]=4)=[CH:24][N:23]=[C:22](S(C)(=O)=O)[N:21]=3)[C@H:14]2[CH3:41])[CH:6]=[C:7]([C:9]([F:12])([F:11])[F:10])[CH:8]=1.Cl.[F:45][C:46]1([F:50])[CH2:49][NH:48][CH2:47]1.C(N(CC)CC)C. Product: [F:1][C:2]([F:43])([F:42])[C:3]1[CH:4]=[C:5]([C@H:13]2[O:17][C:16](=[O:18])[N:15]([CH2:19][C:20]3[C:25]([C:26]4[C:27]([O:35][CH3:36])=[N:28][CH:29]=[C:30]([CH:32]([CH3:34])[CH3:33])[CH:31]=4)=[CH:24][N:23]=[C:22]([N:48]4[CH2:49][C:46]([F:50])([F:45])[CH2:47]4)[N:21]=3)[C@H:14]2[CH3:41])[CH:6]=[C:7]([C:9]([F:12])([F:11])[F:10])[CH:8]=1. The catalyst class is: 56. (6) Reactant: [CH3:1][N:2]1[CH2:6][CH:5]([C:7]([OH:9])=[O:8])[CH2:4][C:3]1=[O:10].Cl[CH2:12]Cl.C1(C)C=CC(S(O)(=O)=O)=CC=1. Product: [CH3:1][N:2]1[CH2:6][CH:5]([C:7]([O:9][CH3:12])=[O:8])[CH2:4][C:3]1=[O:10]. The catalyst class is: 5. (7) Reactant: [N:1]1([CH2:8][CH2:9][CH2:10][N:11]2C(=O)C3C(=CC=CC=3)C2=O)[CH2:7][CH2:6][CH2:5][CH2:4][CH2:3][CH2:2]1.NN.C(O)(C(F)(F)F)=O. Product: [N:1]1([CH2:8][CH2:9][CH2:10][NH2:11])[CH2:7][CH2:6][CH2:5][CH2:4][CH2:3][CH2:2]1. The catalyst class is: 8.